This data is from Reaction yield outcomes from USPTO patents with 853,638 reactions. The task is: Predict the reaction yield, written as a fraction of the theoretical maximum amount of product (1.0 means a 100% yield; for example, 0.34 means a 34% yield). (1) The reactants are [C:1]([O:5][C:6]([NH:8][C@H:9]1[CH2:14][CH2:13][C@H:12](OS(C)(=O)=O)[CH2:11][CH2:10]1)=[O:7])([CH3:4])([CH3:3])[CH3:2].[N-:20]=[N+:21]=[N-:22].[Na+]. The catalyst is CS(C)=O.CCOC(C)=O. The product is [C:1]([O:5][C:6](=[O:7])[NH:8][C@H:9]1[CH2:14][CH2:13][C@@H:12]([N:20]=[N+:21]=[N-:22])[CH2:11][CH2:10]1)([CH3:4])([CH3:3])[CH3:2]. The yield is 0.920. (2) The reactants are [NH2:1][C@@H:2]([CH2:31][CH:32]([CH3:34])[CH3:33])[C:3]([N:5]1[CH2:10][CH2:9][CH:8]([N:11]([C:17]2[CH:22]=[CH:21][C:20]([O:23][CH2:24][C:25]3[CH:30]=[CH:29][CH:28]=[CH:27][CH:26]=3)=[CH:19][CH:18]=2)[CH2:12][CH:13]=[C:14]([CH3:16])[CH3:15])[CH2:7][CH2:6]1)=[O:4].[CH3:35][C:36]([CH3:38])=O.[BH-](OC(C)=O)(OC(C)=O)OC(C)=O.[Na+]. The catalyst is C(Cl)Cl.CCOC(C)=O. The product is [CH2:24]([O:23][C:20]1[CH:19]=[CH:18][C:17]([N:11]([CH2:12][CH:13]=[C:14]([CH3:16])[CH3:15])[CH:8]2[CH2:9][CH2:10][N:5]([C:3](=[O:4])[C@@H:2]([NH:1][CH:36]([CH3:38])[CH3:35])[CH2:31][CH:32]([CH3:34])[CH3:33])[CH2:6][CH2:7]2)=[CH:22][CH:21]=1)[C:25]1[CH:30]=[CH:29][CH:28]=[CH:27][CH:26]=1. The yield is 0.810. (3) The reactants are CC[C@@H]1[C@@H]2C[C@H]([C@@H](OC3C4C(=CC=CC=4)C(O[C@@H](C4C=CN=C5C=4[CH:49]=[C:50]([O:57]C)[CH:51]=C5)[C@@H]4N5C[C@H](CC)[C@@H](CC5)C4)=NN=3)C3C=CN=C4C=3[CH:49]=[C:50]([O:57]C)[CH:51]=C4)N(CC2)C1.C(OC(C1[CH:71]=[CH:70][C:69]([F:72])=[CH:68][CH:67]=1)(C)C)C=C.S([O-])([O-])=O.[Na+].[Na+].[CH3:79][C:80]([OH:83])([CH3:82])[CH3:81].[OH2:84]. No catalyst specified. The product is [F:72][C:69]1[CH:68]=[CH:67][C:79]([C:80]([CH3:82])([O:83][CH2:49][C@@H:50]([OH:57])[CH2:51][OH:84])[CH3:81])=[CH:71][CH:70]=1. The yield is 0.800. (4) The reactants are [F:1][C:2]1[CH:3]=[C:4]([CH:6]=[CH:7][C:8]=1[N+:9]([O-:11])=[O:10])[NH2:5].[Br:12]Br.[OH-].[Na+]. The catalyst is CC(O)=O.C(Cl)(Cl)Cl. The product is [Br:12][C:6]1[CH:7]=[C:8]([N+:9]([O-:11])=[O:10])[C:2]([F:1])=[CH:3][C:4]=1[NH2:5]. The yield is 0.900.